Regression. Given two drug SMILES strings and cell line genomic features, predict the synergy score measuring deviation from expected non-interaction effect. From a dataset of NCI-60 drug combinations with 297,098 pairs across 59 cell lines. (1) Drug 1: C1=CC=C(C(=C1)C(C2=CC=C(C=C2)Cl)C(Cl)Cl)Cl. Drug 2: C1=NC2=C(N1)C(=S)N=CN2. Cell line: MDA-MB-231. Synergy scores: CSS=56.3, Synergy_ZIP=-3.12, Synergy_Bliss=-1.79, Synergy_Loewe=-42.8, Synergy_HSA=0.0233. (2) Drug 1: CC(C)NC(=O)C1=CC=C(C=C1)CNNC.Cl. Drug 2: CC(C)CN1C=NC2=C1C3=CC=CC=C3N=C2N. Cell line: T-47D. Synergy scores: CSS=6.63, Synergy_ZIP=-3.33, Synergy_Bliss=-1.88, Synergy_Loewe=-0.698, Synergy_HSA=-0.680. (3) Drug 1: C1=CC(=CC=C1CC(C(=O)O)N)N(CCCl)CCCl.Cl. Drug 2: CC1C(C(=O)NC(C(=O)N2CCCC2C(=O)N(CC(=O)N(C(C(=O)O1)C(C)C)C)C)C(C)C)NC(=O)C3=C4C(=C(C=C3)C)OC5=C(C(=O)C(=C(C5=N4)C(=O)NC6C(OC(=O)C(N(C(=O)CN(C(=O)C7CCCN7C(=O)C(NC6=O)C(C)C)C)C)C(C)C)C)N)C. Cell line: 786-0. Synergy scores: CSS=41.4, Synergy_ZIP=2.54, Synergy_Bliss=10.3, Synergy_Loewe=6.27, Synergy_HSA=8.40. (4) Drug 1: CNC(=O)C1=CC=CC=C1SC2=CC3=C(C=C2)C(=NN3)C=CC4=CC=CC=N4. Drug 2: CC(C1=C(C=CC(=C1Cl)F)Cl)OC2=C(N=CC(=C2)C3=CN(N=C3)C4CCNCC4)N. Cell line: UACC-257. Synergy scores: CSS=1.76, Synergy_ZIP=0.645, Synergy_Bliss=2.11, Synergy_Loewe=0.965, Synergy_HSA=0.987. (5) Drug 1: CCN(CC)CCNC(=O)C1=C(NC(=C1C)C=C2C3=C(C=CC(=C3)F)NC2=O)C. Drug 2: CCN(CC)CCCC(C)NC1=C2C=C(C=CC2=NC3=C1C=CC(=C3)Cl)OC. Cell line: BT-549. Synergy scores: CSS=10.4, Synergy_ZIP=-4.46, Synergy_Bliss=-5.26, Synergy_Loewe=-5.16, Synergy_HSA=-3.34.